Predict which catalyst facilitates the given reaction. From a dataset of Catalyst prediction with 721,799 reactions and 888 catalyst types from USPTO. Reactant: Cl[CH2:2][C@@H:3]([OH:20])[C@@H:4]([NH:12][C:13](=[O:19])[O:14][C:15]([CH3:18])([CH3:17])[CH3:16])[CH2:5][CH:6]1[CH2:11][CH2:10][CH2:9][CH2:8][CH2:7]1.CCO. Product: [CH:6]1([CH2:5][C@H:4]([NH:12][C:13](=[O:19])[O:14][C:15]([CH3:18])([CH3:17])[CH3:16])[C@H:3]2[CH2:2][O:20]2)[CH2:11][CH2:10][CH2:9][CH2:8][CH2:7]1. The catalyst class is: 611.